Regression/Classification. Given a drug SMILES string, predict its absorption, distribution, metabolism, or excretion properties. Task type varies by dataset: regression for continuous measurements (e.g., permeability, clearance, half-life) or binary classification for categorical outcomes (e.g., BBB penetration, CYP inhibition). Dataset: cyp1a2_veith. From a dataset of CYP1A2 inhibition data for predicting drug metabolism from PubChem BioAssay. (1) The molecule is COC(=O)C1=C(C)N=C2SC(C)C(=O)N2C1/C=C/c1ccccc1. The result is 0 (non-inhibitor). (2) The compound is O=S(=O)(c1ccccc1)N1CN2CN(C1)CN(S(=O)(=O)c1ccccc1)C2. The result is 0 (non-inhibitor). (3) The compound is Cc1noc(COc2ccc(OCc3nc(C)no3)cc2)n1. The result is 0 (non-inhibitor). (4) The drug is COc1ccc(C2C(C(=O)c3ccco3)=C(O)C(=O)N2Cc2cccnc2)cc1OC. The result is 0 (non-inhibitor). (5) The molecule is Cc1cc(NC(=S)Nc2ccccc2)ccc1Br. The result is 1 (inhibitor). (6) The drug is CCC(=O)NC(=S)N1CCN(c2ccc([N+](=O)[O-])cc2Cl)CC1. The result is 1 (inhibitor). (7) The compound is CN(C)CCN1C(=O)CC[C@]2(C)C1=CC[C@@H]1[C@@H]2CC[C@]2(C)[C@H]1CC[C@]2(C)O. The result is 0 (non-inhibitor).